From a dataset of Forward reaction prediction with 1.9M reactions from USPTO patents (1976-2016). Predict the product of the given reaction. (1) Given the reactants [Br:1][C:2]1[C:3]([O:12][CH3:13])=[C:4]([O:10][CH3:11])[CH:5]=[C:6]([CH:9]=1)[CH:7]=O.[C:14](#[N:18])[CH2:15][C:16]#[N:17].N1CCCCC1.[OH:25][C:26]1[CH:35]=[CH:34][CH:33]=[C:32]2[C:27]=1[CH:28]=[CH:29][CH:30]=[N:31]2, predict the reaction product. The product is: [NH2:17][C:16]1[O:25][C:26]2[C:27]3[CH:28]=[CH:29][CH:30]=[N:31][C:32]=3[CH:33]=[CH:34][C:35]=2[CH:7]([C:6]2[CH:5]=[C:4]([O:10][CH3:11])[C:3]([O:12][CH3:13])=[C:2]([Br:1])[CH:9]=2)[C:15]=1[C:14]#[N:18]. (2) Given the reactants [OH:1][C@H:2]1[C@H:11]([O:12][CH2:13][CH2:14][O:15][CH3:16])[C:10]2[CH:9]=[CH:8][N:7]3[C:17]([CH3:21])=[C:18]([CH3:20])[N:19]=[C:6]3[C:5]=2[NH:4][C@@H:3]1[C:22]1[CH:27]=[CH:26][CH:25]=[CH:24][CH:23]=1.[H-].[Na+].Cl[C:31]([O:33][CH3:34])=[O:32].Cl, predict the reaction product. The product is: [CH3:34][O:33][C:31]([O:1][C@H:2]1[C@H:11]([O:12][CH2:13][CH2:14][O:15][CH3:16])[C:10]2[CH:9]=[CH:8][N:7]3[C:17]([CH3:21])=[C:18]([CH3:20])[N:19]=[C:6]3[C:5]=2[NH:4][C@@H:3]1[C:22]1[CH:23]=[CH:24][CH:25]=[CH:26][CH:27]=1)=[O:32]. (3) Given the reactants [F:1][C:2]1[C:10]([NH:11][S:12]([CH2:15][CH2:16][CH3:17])(=[O:14])=[O:13])=[CH:9][CH:8]=[C:7]([F:18])[C:3]=1[C:4](O)=[O:5].S(Cl)([Cl:21])=O, predict the reaction product. The product is: [F:1][C:2]1[C:10]([NH:11][S:12]([CH2:15][CH2:16][CH3:17])(=[O:14])=[O:13])=[CH:9][CH:8]=[C:7]([F:18])[C:3]=1[C:4]([Cl:21])=[O:5]. (4) The product is: [Cl:29][C:27]1[CH:26]=[CH:25][C:24]2[S:30][CH:2]([C:16]3[CH:21]=[CH:20][CH:19]=[CH:18][CH:17]=3)[C:3]([C:5]3[CH:6]=[CH:7][C:8]4[O:13][CH2:12][C:11](=[O:14])[NH:10][C:9]=4[CH:15]=3)=[N:22][C:23]=2[CH:28]=1. Given the reactants Br[CH:2]([C:16]1[CH:21]=[CH:20][CH:19]=[CH:18][CH:17]=1)[C:3]([C:5]1[CH:6]=[CH:7][C:8]2[O:13][CH2:12][C:11](=[O:14])[NH:10][C:9]=2[CH:15]=1)=O.[NH2:22][C:23]1[CH:28]=[C:27]([Cl:29])[CH:26]=[CH:25][C:24]=1[SH:30], predict the reaction product. (5) Given the reactants I([O-])(=O)(=O)=[O:2].[Na+].[CH2:7]([C:10]1([CH3:26])[O:15][CH2:14][C:13]([CH3:17])([CH3:16])[N:12]([CH2:18][C:19]2[CH:24]=[CH:23][CH:22]=[CH:21][CH:20]=2)[C:11]1=[O:25])[CH:8]=C, predict the reaction product. The product is: [CH2:18]([N:12]1[C:13]([CH3:17])([CH3:16])[CH2:14][O:15][C:10]([CH2:7][CH:8]=[O:2])([CH3:26])[C:11]1=[O:25])[C:19]1[CH:24]=[CH:23][CH:22]=[CH:21][CH:20]=1. (6) The product is: [Cl:1][C:2]1[C:11]2[C:6](=[CH:7][C:8]([C:12]([O:14][CH3:15])=[O:13])=[CH:9][CH:10]=2)[C:5]([C:16]2[CH:21]=[CH:20][CH:19]=[C:18]([Cl:22])[C:17]=2[O:23][CH3:24])=[N:4][CH:3]=1. Given the reactants [Cl:1][C:2]1[C:11]2[C:6](=[CH:7][C:8]([C:12]([O:14][CH3:15])=[O:13])=[CH:9][CH:10]=2)[C:5]([C:16]2[CH:21]=[CH:20][CH:19]=[C:18]([Cl:22])[C:17]=2[OH:23])=[N:4][CH:3]=1.[C:24](=O)([O-])[O-].[K+].[K+].IC.CN(C=O)C, predict the reaction product. (7) Given the reactants [N:1]1[CH:6]=[CH:5][CH:4]=[C:3]([C:7]2[CH2:11][CH:10]([C:12]3[CH:17]=[CH:16][CH:15]=[CH:14][C:13]=3[OH:18])[NH:9][N:8]=2)[CH:2]=1.[N:19]1[CH:24]=[CH:23][CH:22]=[CH:21][C:20]=1[C:25]1[S:29][C:28]([S:30](Cl)(=[O:32])=[O:31])=[CH:27][CH:26]=1, predict the reaction product. The product is: [N:1]1[CH:6]=[CH:5][CH:4]=[C:3]([C:7]2[CH2:11][CH:10]([C:12]3[CH:17]=[CH:16][CH:15]=[CH:14][C:13]=3[OH:18])[N:9]([S:30]([C:28]3[S:29][C:25]([C:20]4[CH:21]=[CH:22][CH:23]=[CH:24][N:19]=4)=[CH:26][CH:27]=3)(=[O:31])=[O:32])[N:8]=2)[CH:2]=1.